From a dataset of Full USPTO retrosynthesis dataset with 1.9M reactions from patents (1976-2016). Predict the reactants needed to synthesize the given product. (1) Given the product [F:19][C:17]1[CH:18]=[C:13]([O:12][CH2:11][C:9]2[N:10]=[C:5]3[N:4]=[CH:3][C:2]([C:24]4[CH:25]=[CH:26][C:21]([F:20])=[CH:22][C:23]=4[C:30]([F:31])([F:33])[F:32])=[CH:7][N:6]3[CH:8]=2)[CH:14]=[N:15][CH:16]=1, predict the reactants needed to synthesize it. The reactants are: Br[C:2]1[CH:3]=[N:4][C:5]2[N:6]([CH:8]=[C:9]([CH2:11][O:12][C:13]3[CH:14]=[N:15][CH:16]=[C:17]([F:19])[CH:18]=3)[N:10]=2)[CH:7]=1.[F:20][C:21]1[CH:26]=[CH:25][C:24](B(O)O)=[C:23]([C:30]([F:33])([F:32])[F:31])[CH:22]=1. (2) Given the product [F:36][C:35]1[CH:34]=[CH:33][CH:32]=[C:31]([F:37])[C:30]=1[C:27]1[CH:28]=[CH:29][C:24]([C:20]2[O:21][C:22]([CH3:23])=[C:18]([CH2:17][CH2:16][O:15][C:12]3[CH:11]=[CH:10][C:9]([O:8][C:5]([CH3:7])([CH3:6])[C:4]([OH:38])=[O:3])=[CH:14][CH:13]=3)[N:19]=2)=[CH:25][CH:26]=1, predict the reactants needed to synthesize it. The reactants are: C([O:3][C:4](=[O:38])[C:5]([O:8][C:9]1[CH:14]=[CH:13][C:12]([O:15][CH2:16][CH2:17][C:18]2[N:19]=[C:20]([C:24]3[CH:29]=[CH:28][C:27]([C:30]4[C:35]([F:36])=[CH:34][CH:33]=[CH:32][C:31]=4[F:37])=[CH:26][CH:25]=3)[O:21][C:22]=2[CH3:23])=[CH:11][CH:10]=1)([CH3:7])[CH3:6])C.[OH-].[Na+]. (3) Given the product [F:36][C:31]1[CH:30]=[C:29]([CH:34]=[CH:33][C:32]=1[F:35])[CH2:28][NH:27][C:26]([C:11]1[C:10]2[C:14](=[CH:15][C:7]([C:42]3[NH:41][N:40]=[CH:44][CH:43]=3)=[CH:8][CH:9]=2)[N:13]([CH2:16][C:17]2[CH:22]=[CH:21][CH:20]=[CH:19][N:18]=2)[C:12]=1[CH:23]([CH3:24])[CH3:25])=[O:37], predict the reactants needed to synthesize it. The reactants are: FC(F)(F)S(O[C:7]1[CH:15]=[C:14]2[C:10]([C:11]([C:26](=[O:37])[NH:27][CH2:28][C:29]3[CH:34]=[CH:33][C:32]([F:35])=[C:31]([F:36])[CH:30]=3)=[C:12]([CH:23]([CH3:25])[CH3:24])[N:13]2[CH2:16][C:17]2[CH:22]=[CH:21][CH:20]=[CH:19][N:18]=2)=[CH:9][CH:8]=1)(=O)=O.[NH:40]1[CH:44]=[CH:43][C:42](B(O)O)=[N:41]1.[Li+].[Cl-].C([O-])([O-])=O.[Na+].[Na+]. (4) Given the product [CH2:27]([N:28]([CH2:31][CH3:32])[CH2:29][CH2:30][O:22][C:19]1[CH:20]=[CH:21][C:16]([N:8]2[C:9]3[CH:14]=[CH:13][N:12]=[CH:11][C:10]=3[N:15]=[C:7]2[C:3]2[C:2]([NH2:1])=[N:6][O:5][N:4]=2)=[CH:17][CH:18]=1)[CH3:26], predict the reactants needed to synthesize it. The reactants are: [NH2:1][C:2]1[C:3]([C:7]2[N:8]([C:16]3[CH:21]=[CH:20][C:19]([OH:22])=[CH:18][CH:17]=3)[C:9]3[CH:14]=[CH:13][N:12]=[CH:11][C:10]=3[N:15]=2)=[N:4][O:5][N:6]=1.[H-].[Na+].Br[CH2:26][CH2:27][N:28]([CH2:31][CH3:32])[CH2:29][CH3:30].O. (5) Given the product [F:1][C:2]1[CH:7]=[CH:6][C:5]([NH:8][C:9]2[O:10][C:11]3[C:17]([F:18])=[C:16]([CH2:19][C:20]([OH:22])=[O:21])[CH:15]=[CH:14][C:12]=3[N:13]=2)=[C:4]([CH3:24])[CH:3]=1, predict the reactants needed to synthesize it. The reactants are: [F:1][C:2]1[CH:7]=[CH:6][C:5]([NH:8][C:9]2[O:10][C:11]3[C:17]([F:18])=[C:16]([CH2:19][C:20]([O:22]C)=[O:21])[CH:15]=[CH:14][C:12]=3[N:13]=2)=[C:4]([CH3:24])[CH:3]=1.[OH-].[Na+]. (6) The reactants are: C([Li])CCC.[C:6](#[N:8])[CH3:7].CO[C:11](=[O:30])[C:12]1[CH:17]=[C:16]([O:18][CH3:19])[C:15]([O:20][CH2:21][CH2:22][O:23][CH3:24])=[CH:14][C:13]=1[N:25]=[CH:26]N(C)C.C(O)(=O)C. Given the product [OH:30][C:11]1[C:12]2[C:13](=[CH:14][C:15]([O:20][CH2:21][CH2:22][O:23][CH3:24])=[C:16]([O:18][CH3:19])[CH:17]=2)[N:25]=[CH:26][C:7]=1[C:6]#[N:8], predict the reactants needed to synthesize it. (7) Given the product [CH:28]([O:27][C:12]1[C:11]2[N:10]=[CH:9][CH:8]=[CH:7][C:6]=2[C:5]([C:3]([OH:4])=[O:2])=[C:14]2[CH2:15][N:16]([CH2:19][C:20]3[CH:25]=[CH:24][C:23]([F:26])=[CH:22][CH:21]=3)[C:17](=[O:18])[C:13]=12)([C:35]1[CH:36]=[CH:37][CH:38]=[CH:39][CH:40]=1)[C:29]1[CH:34]=[CH:33][CH:32]=[CH:31][CH:30]=1, predict the reactants needed to synthesize it. The reactants are: C[O:2][C:3]([C:5]1[C:6]2[CH:7]=[CH:8][CH:9]=[N:10][C:11]=2[C:12]([O:27][CH:28]([C:35]2[CH:40]=[CH:39][CH:38]=[CH:37][CH:36]=2)[C:29]2[CH:34]=[CH:33][CH:32]=[CH:31][CH:30]=2)=[C:13]2[C:17](=[O:18])[N:16]([CH2:19][C:20]3[CH:25]=[CH:24][C:23]([F:26])=[CH:22][CH:21]=3)[CH2:15][C:14]=12)=[O:4].O.[Li+].[OH-].